From a dataset of Forward reaction prediction with 1.9M reactions from USPTO patents (1976-2016). Predict the product of the given reaction. (1) The product is: [CH3:19][NH:20][S:2]([C:5]1[CH:6]=[CH:7][C:8]([O:14][C:15]([F:18])([F:17])[F:16])=[C:9]([CH:13]=1)[C:10]([OH:12])=[O:11])(=[O:4])=[O:3]. Given the reactants Cl[S:2]([C:5]1[CH:6]=[CH:7][C:8]([O:14][C:15]([F:18])([F:17])[F:16])=[C:9]([CH:13]=1)[C:10]([OH:12])=[O:11])(=[O:4])=[O:3].[CH3:19][NH2:20], predict the reaction product. (2) Given the reactants C(CC(=O)[C:5]([O-:7])=[O:6])C.OO.[I:11][C:12]1[CH:13]=[N:14][C:15]([O:18][CH3:19])=[N:16][CH:17]=1.S(=O)(=O)(O)O.[OH-].[Na+].[C:27]1(C)C=CC=C[CH:28]=1, predict the reaction product. The product is: [I:11][C:12]1[C:13]([C:5]([O:7][CH2:27][CH3:28])=[O:6])=[N:14][C:15]([O:18][CH3:19])=[N:16][CH:17]=1. (3) Given the reactants [OH:1][C:2]1[CH:3]=[C:4]([CH:14]=[C:15]([O:17][CH2:18][C:19]2[CH:24]=[CH:23][CH:22]=[CH:21][CH:20]=2)[CH:16]=1)[C:5]([NH:7][C:8]1[CH:12]=[CH:11][N:10]([CH3:13])[N:9]=1)=[O:6].CC1C=CC(S(O[C@@H:36]2[CH2:40][CH2:39][O:38][CH2:37]2)(=O)=O)=CC=1.C(=O)([O-])[O-].[K+].[K+], predict the reaction product. The product is: [CH3:13][N:10]1[CH:11]=[CH:12][C:8]([NH:7][C:5](=[O:6])[C:4]2[CH:3]=[C:2]([O:1][C@H:36]3[CH2:40][CH2:39][O:38][CH2:37]3)[CH:16]=[C:15]([O:17][CH2:18][C:19]3[CH:24]=[CH:23][CH:22]=[CH:21][CH:20]=3)[CH:14]=2)=[N:9]1. (4) The product is: [Cl:1][C:2]1[CH:10]=[C:6]([CH2:7][OH:8])[C:5]([O:11][CH3:12])=[CH:4][C:3]=1[C:13]#[N:14]. Given the reactants [Cl:1][C:2]1[C:3]([C:13]#[N:14])=[CH:4][C:5]([O:11][CH3:12])=[C:6]([CH:10]=1)[C:7](O)=[O:8].B.CSC.O, predict the reaction product. (5) Given the reactants [C:1]1([C:7]2[NH:11][N:10]=[N:9][N:8]=2)[CH:6]=[CH:5][CH:4]=[CH:3][CH:2]=1.[NH:12]1[CH2:17][CH2:16][NH:15][CH2:14][CH2:13]1.[CH2:18]=O, predict the reaction product. The product is: [C:1]1([C:7]2[N:11]([CH2:18][N:12]3[CH2:17][CH2:16][NH:15][CH2:14][CH2:13]3)[N:10]=[N:9][N:8]=2)[CH:2]=[CH:3][CH:4]=[CH:5][CH:6]=1.